Dataset: Full USPTO retrosynthesis dataset with 1.9M reactions from patents (1976-2016). Task: Predict the reactants needed to synthesize the given product. (1) Given the product [F:1][C:2]1[CH:21]=[CH:20][C:5]2[C:6]([C:9]3[CH:10]=[CH:11][C:12]([O:15][CH2:16][C@@H:17]([OH:18])[CH2:19][N:31]4[CH2:32][CH2:33][N:28]([C:23]5[CH:24]=[CH:25][CH:26]=[CH:27][N:22]=5)[CH2:29][CH2:30]4)=[CH:13][CH:14]=3)=[N:7][O:8][C:4]=2[CH:3]=1, predict the reactants needed to synthesize it. The reactants are: [F:1][C:2]1[CH:21]=[CH:20][C:5]2[C:6]([C:9]3[CH:14]=[CH:13][C:12]([O:15][CH2:16][C@@H:17]4[CH2:19][O:18]4)=[CH:11][CH:10]=3)=[N:7][O:8][C:4]=2[CH:3]=1.[N:22]1[CH:27]=[CH:26][CH:25]=[CH:24][C:23]=1[N:28]1[CH2:33][CH2:32][NH:31][CH2:30][CH2:29]1. (2) The reactants are: [Br:1][C:2]1[CH:7]=[CH:6][C:5]([NH:8][C:9](=O)[CH2:10][N:11]2[C:15]3[CH:16]=[CH:17][CH:18]=[CH:19][C:14]=3[N:13]([CH3:20])[C:12]2=[NH:21])=[CH:4][CH:3]=1.[H-].[Al+3].[Li+].[H-].[H-].[H-].O.[OH-].[Na+]. Given the product [Br:1][C:2]1[CH:3]=[CH:4][C:5]([NH:8][CH2:9][CH2:10][N:11]2[C:15]3[CH:16]=[CH:17][CH:18]=[CH:19][C:14]=3[N:13]([CH3:20])[C:12]2=[NH:21])=[CH:6][CH:7]=1, predict the reactants needed to synthesize it. (3) Given the product [Br:1][C:2]1[C:3]([F:15])=[C:4]([CH2:8][C:9]([OH:11])=[O:10])[CH:5]=[CH:6][CH:7]=1, predict the reactants needed to synthesize it. The reactants are: [Br:1][C:2]1[C:3]([F:15])=[C:4]([CH:8](C(O)=O)[C:9]([OH:11])=[O:10])[CH:5]=[CH:6][CH:7]=1. (4) Given the product [CH2:1]([O:3][C:4](=[O:17])[C@H:5]([OH:16])[C@H:6]([NH2:15])[CH2:7][C:8]1[CH:13]=[CH:12][CH:11]=[CH:10][C:9]=1[Cl:14])[CH2:2][CH2:19][CH3:20].[ClH:18], predict the reactants needed to synthesize it. The reactants are: [CH2:1]([O:3][C:4](=[O:17])[C@H:5]([OH:16])[C@H:6]([NH2:15])[CH2:7][C:8]1[CH:13]=[CH:12][CH:11]=[CH:10][C:9]=1[Cl:14])[CH3:2].[ClH:18].[CH2:19](O)[CH2:20]CC. (5) Given the product [CH2:26]([N:33]1[CH2:38][CH2:37][C@@H:36]([CH3:39])[C@@H:35]([NH:40][C:2]2[C:7]([C:8]([O:10][CH2:11][CH3:12])=[O:9])=[CH:6][N:5]=[C:4]([NH:67][CH2:66][C:60]3[CH:61]=[CH:62][C:63]([O:64][CH3:65])=[C:58]([O:57][CH3:56])[CH:59]=3)[C:3]=2[N+:14]([O-:16])=[O:15])[CH2:34]1)[C:27]1[CH:28]=[CH:29][CH:30]=[CH:31][CH:32]=1, predict the reactants needed to synthesize it. The reactants are: Cl[C:2]1[C:7]([C:8]([O:10][CH2:11][CH3:12])=[O:9])=[CH:6][N:5]=[C:4](Cl)[C:3]=1[N+:14]([O-:16])=[O:15].CCN(C(C)C)C(C)C.[CH2:26]([N:33]1[CH2:38][CH2:37][C@@H:36]([CH3:39])[C@@H:35]([NH2:40])[CH2:34]1)[C:27]1[CH:32]=[CH:31][CH:30]=[CH:29][CH:28]=1.C(N1CC[C@H](C)[C@H](N)C1)C1C=CC=CC=1.[CH3:56][O:57][C:58]1[CH:59]=[C:60]([CH2:66][NH2:67])[CH:61]=[CH:62][C:63]=1[O:64][CH3:65].